This data is from Full USPTO retrosynthesis dataset with 1.9M reactions from patents (1976-2016). The task is: Predict the reactants needed to synthesize the given product. (1) Given the product [F:1][C:2]1[CH:3]=[CH:4][C:5]([C:6]([NH:7][CH2:8][C:9](=[O:11])[NH:35][CH:24]([C:21]2[CH:22]=[CH:23][C:18]([O:17][C:16]([F:15])([F:36])[F:37])=[CH:19][CH:20]=2)[C:25]2[CH:30]=[CH:29][CH:28]=[C:27]([C:31]([F:33])([F:34])[F:32])[CH:26]=2)=[O:12])=[CH:13][CH:14]=1, predict the reactants needed to synthesize it. The reactants are: [F:1][C:2]1[CH:14]=[CH:13][C:5]([C:6](=[O:12])[NH:7][CH2:8][C:9]([OH:11])=O)=[CH:4][CH:3]=1.[F:15][C:16]([F:37])([F:36])[O:17][C:18]1[CH:23]=[CH:22][C:21]([CH:24]([NH2:35])[C:25]2[CH:30]=[CH:29][CH:28]=[C:27]([C:31]([F:34])([F:33])[F:32])[CH:26]=2)=[CH:20][CH:19]=1. (2) The reactants are: [NH:1]1[C:11]2[C:6](=[CH:7][CH:8]=[CH:9][CH:10]=2)[C:4](=O)[C:2]1=[O:3].[OH-:12].[K+].[C:14]([C:17]1[CH:22]=[CH:21][CH:20]=[CH:19][CH:18]=1)(=O)[CH3:15]. Given the product [C:17]1([C:14]2[CH:15]=[C:4]([C:2]([OH:12])=[O:3])[C:6]3[C:11](=[CH:10][CH:9]=[CH:8][CH:7]=3)[N:1]=2)[CH:22]=[CH:21][CH:20]=[CH:19][CH:18]=1, predict the reactants needed to synthesize it. (3) Given the product [C:1]([Cl:13])(=[O:9])[C:2]1[CH:7]=[CH:6][CH:5]=[CH:4][CH:3]=1, predict the reactants needed to synthesize it. The reactants are: [C:1]([OH:9])(=O)[C:2]1[CH:7]=[CH:6][CH:5]=[CH:4][CH:3]=1.C(Cl)(=O)C([Cl:13])=O.CN(C)C=O. (4) Given the product [CH3:1][O:2][CH2:3][CH2:4][O:5][CH2:6][CH2:7][O:8][CH2:9][CH2:10][O:11][CH2:12][CH2:13][O:14][CH2:15][CH2:16][O:17][CH2:18][CH2:19][O:20][CH2:21][C:22]([O:24][CH2:26][C@H:27]1[O:31][C:30](=[O:32])[N:29]([C:33]2[CH:42]=[C:41]3[C:36]([CH:37]=[C:38]([C:44]4[CH:49]=[CH:48][CH:47]=[CH:46][C:45]=4[C:50]([F:52])([F:51])[F:53])[NH:39][C:40]3=[O:43])=[CH:35][CH:34]=2)[CH2:28]1)=[O:23].[CH3:1][O:2][CH2:3][CH2:4][O:5][CH2:6][CH2:7][O:8][CH2:9][CH2:10][O:11][CH2:12][CH2:13][O:14][CH2:15][CH2:16][O:17][CH2:18][CH2:19][O:20][CH2:21][C:22]([OH:24])=[O:23], predict the reactants needed to synthesize it. The reactants are: [CH3:1][O:2][CH2:3][CH2:4][O:5][CH2:6][CH2:7][O:8][CH2:9][CH2:10][O:11][CH2:12][CH2:13][O:14][CH2:15][CH2:16][O:17][CH2:18][CH2:19][O:20][CH2:21][C:22]([OH:24])=[O:23].O[CH2:26][C@H:27]1[O:31][C:30](=[O:32])[N:29]([C:33]2[CH:42]=[C:41]3[C:36]([CH:37]=[C:38]([C:44]4[CH:49]=[CH:48][CH:47]=[CH:46][C:45]=4[C:50]([F:53])([F:52])[F:51])[NH:39][C:40]3=[O:43])=[CH:35][CH:34]=2)[CH2:28]1.COCCOCCOCCOCCOCCOCCO. (5) Given the product [Cl:15][C:6]1[C:7]([CH2:8][CH2:9][CH2:10][OH:11])=[C:2]([Cl:1])[N:3]=[C:4](/[CH:16]=[CH:17]/[C:18]2[CH:23]=[CH:22][CH:21]=[CH:20][CH:19]=2)[N:5]=1, predict the reactants needed to synthesize it. The reactants are: [Cl:1][C:2]1[C:7]([CH2:8][CH2:9][C:10](OCC)=[O:11])=[C:6]([Cl:15])[N:5]=[C:4](/[CH:16]=[CH:17]/[C:18]2[CH:23]=[CH:22][CH:21]=[CH:20][CH:19]=2)[N:3]=1.[H-].[Al+3].[Li+].[H-].[H-].[H-]. (6) Given the product [O:1]=[C:2]1[N:6]([CH2:7][C:8]([NH:21][C:22]2[CH:23]=[C:24]3[CH2:39][C:29]4([C:37]5[C:32](=[N:33][CH:34]=[CH:35][CH:36]=5)[NH:31][C:30]4=[O:38])[CH2:28][C:25]3=[N:26][CH:27]=2)=[O:10])[C:5]2[CH:11]=[CH:12][CH:13]=[CH:14][C:4]=2[N:3]1[C:15]1[CH:20]=[CH:19][N:18]=[CH:17][N:16]=1, predict the reactants needed to synthesize it. The reactants are: [O:1]=[C:2]1[N:6]([CH2:7][C:8]([OH:10])=O)[C:5]2[CH:11]=[CH:12][CH:13]=[CH:14][C:4]=2[N:3]1[C:15]1[CH:20]=[CH:19][N:18]=[CH:17][N:16]=1.[NH2:21][C:22]1[CH:23]=[C:24]2[CH2:39][C:29]3([C:37]4[C:32](=[N:33][CH:34]=[CH:35][CH:36]=4)[NH:31][C:30]3=[O:38])[CH2:28][C:25]2=[N:26][CH:27]=1.C1CN(C(Cl)=[N+]2CCCC2)CC1.F[P-](F)(F)(F)(F)F.C(N(CC)C(C)C)(C)C. (7) Given the product [C:1]([O:5][C:6](=[O:17])[NH:7][C:8]1[C:13]([CH2:14][OH:15])=[CH:12][CH:11]=[C:10]([Cl:16])[N:9]=1)([CH3:4])([CH3:2])[CH3:3], predict the reactants needed to synthesize it. The reactants are: [C:1]([O:5][C:6](=[O:17])[NH:7][C:8]1[C:13]([CH:14]=[O:15])=[CH:12][CH:11]=[C:10]([Cl:16])[N:9]=1)([CH3:4])([CH3:3])[CH3:2].[BH4-].[Na+].